Dataset: Reaction yield outcomes from USPTO patents with 853,638 reactions. Task: Predict the reaction yield, written as a fraction of the theoretical maximum amount of product (1.0 means a 100% yield; for example, 0.34 means a 34% yield). (1) The catalyst is ClCCCl. The yield is 0.0600. The reactants are [CH3:1][C:2]1[N:7]2[N:8]=[C:9]([CH2:11][CH2:12][C:13]3[NH:14][CH:15]=[C:16]([C:18]4[S:19][CH:20]=[CH:21][CH:22]=4)[N:17]=3)[N:10]=[C:6]2[CH:5]=[CH:4][CH:3]=1.[CH2:23]([C@@H:25]1[O:27][CH2:26]1)[Cl:24]. The product is [Cl:24][CH2:23][C@H:25]([OH:27])[CH2:26][N:14]1[CH:15]=[C:16]([C:18]2[S:19][CH:20]=[CH:21][CH:22]=2)[N:17]=[C:13]1[CH2:12][CH2:11][C:9]1[N:10]=[C:6]2[CH:5]=[CH:4][CH:3]=[C:2]([CH3:1])[N:7]2[N:8]=1. (2) The reactants are C([O:3][C:4](=O)[C:5]([C:39]1[CH:44]=[CH:43][C:42]([CH2:45][CH:46]([CH3:48])[CH3:47])=[CH:41][CH:40]=1)([CH3:38])[CH2:6][CH2:7][CH2:8][CH2:9][CH:10]([CH:32]1[S:37][CH2:36][CH2:35][CH2:34][S:33]1)[CH2:11][CH2:12][CH2:13][CH2:14][C:15]([C:22]1[CH:27]=[CH:26][C:25]([CH2:28][CH:29]([CH3:31])[CH3:30])=[CH:24][CH:23]=1)([CH3:21])[C:16](OCC)=[O:17])C.[H-].[H-].[H-].[H-].[Li+].[Al+3]. The catalyst is C1COCC1. The product is [CH2:45]([C:42]1[CH:43]=[CH:44][C:39]([C:5]([CH3:38])([CH2:6][CH2:7][CH2:8][CH2:9][CH:10]([CH:32]2[S:33][CH2:34][CH2:35][CH2:36][S:37]2)[CH2:11][CH2:12][CH2:13][CH2:14][C:15]([C:22]2[CH:27]=[CH:26][C:25]([CH2:28][CH:29]([CH3:31])[CH3:30])=[CH:24][CH:23]=2)([CH3:21])[CH2:16][OH:17])[CH2:4][OH:3])=[CH:40][CH:41]=1)[CH:46]([CH3:48])[CH3:47]. The yield is 0.940. (3) The reactants are [CH:1]1([C:7]2[C:15]3[C:10](=[CH:11][C:12]([C:16]([OH:18])=[O:17])=[CH:13][CH:14]=3)[N:9]([CH2:19][C:20]([N:22]3[CH2:27][CH2:26][O:25][CH2:24][CH2:23]3)=[O:21])[C:8]=2[C:28]2[CH:33]=[CH:32][C:31]([C:34]3C=C[C:37]([N:40](C)[CH3:41])=[CH:36][CH:35]=3)=[CH:30][CH:29]=2)[CH2:6][CH2:5][CH2:4][CH2:3][CH2:2]1.[CH3:43][O:44]C(C1C=C2C(C(C3CCCCC3)=C(C3C=CC(OS(C(F)(F)F)(=O)=O)=CC=3)N2CC(N2CCOCC2)=O)=CC=1)=O.COC1C=CN=CC=1B(O)O. No catalyst specified. The product is [CH:1]1([C:7]2[C:15]3[C:10](=[CH:11][C:12]([C:16]([OH:18])=[O:17])=[CH:13][CH:14]=3)[N:9]([CH2:19][C:20]([N:22]3[CH2:27][CH2:26][O:25][CH2:24][CH2:23]3)=[O:21])[C:8]=2[C:28]2[CH:29]=[CH:30][C:31]([C:34]3[C:41]([O:44][CH3:43])=[N:40][CH:37]=[CH:36][CH:35]=3)=[CH:32][CH:33]=2)[CH2:2][CH2:3][CH2:4][CH2:5][CH2:6]1. The yield is 0.230. (4) The reactants are C(O[C:4](=[O:27])[CH2:5][N:6]1[C:14]2[CH:13]=[C:12]3[NH:15][C:16]([C:18]4[CH:22]=[C:21]([CH3:23])[NH:20][N:19]=4)=[N:17][C:11]3=[CH:10][C:9]=2[C:8]([CH3:25])([CH3:24])[C:7]1=[O:26])C.[CH2:28]([NH2:35])[C:29]1[CH:34]=[CH:33][CH:32]=[CH:31][CH:30]=1.[Cl-].[NH4+]. The catalyst is O. The product is [CH2:28]([NH:35][C:4](=[O:27])[CH2:5][N:6]1[C:14]2[CH:13]=[C:12]3[NH:15][C:16]([C:18]4[CH:22]=[C:21]([CH3:23])[NH:20][N:19]=4)=[N:17][C:11]3=[CH:10][C:9]=2[C:8]([CH3:24])([CH3:25])[C:7]1=[O:26])[C:29]1[CH:34]=[CH:33][CH:32]=[CH:31][CH:30]=1. The yield is 0.530. (5) The reactants are Cl.C(O[C:5]([C:7]1[CH:8]=[C:9]2[C:13](=[CH:14][CH:15]=1)[NH:12][N:11]=[C:10]2[C:16]1[CH:21]=[CH:20][C:19]([F:22])=[CH:18][CH:17]=1)=[NH:6])C.C(N(CC)CC)C.[C:30]1([CH2:36][C:37]([NH:39][NH2:40])=O)[CH:35]=[CH:34][CH:33]=[CH:32][CH:31]=1. No catalyst specified. The product is [F:22][C:19]1[CH:20]=[CH:21][C:16]([C:10]2[C:9]3[C:13](=[CH:14][CH:15]=[C:7]([C:5]4[NH:6][C:37]([CH2:36][C:30]5[CH:35]=[CH:34][CH:33]=[CH:32][CH:31]=5)=[N:39][N:40]=4)[CH:8]=3)[NH:12][N:11]=2)=[CH:17][CH:18]=1. The yield is 0.440. (6) The reactants are O=P(Cl)(Cl)[Cl:3].[CH3:6][C@H:7]1[C:15]2[C:14](O)=[N:13][CH:12]=[N:11][C:10]=2[CH2:9][CH2:8]1.C([O-])(O)=O.[Na+]. The catalyst is ClCCCl. The product is [Cl:3][C:14]1[C:15]2[C@H:7]([CH3:6])[CH2:8][CH2:9][C:10]=2[N:11]=[CH:12][N:13]=1. The yield is 0.611. (7) The reactants are [NH:1]1[C:9]2[C:4](=[CH:5][CH:6]=[CH:7][CH:8]=2)[CH2:3][C:2]1=[O:10].[N+:11]([O-])([OH:13])=[O:12]. The product is [N+:11]([C:6]1[CH:5]=[C:4]2[C:9](=[CH:8][CH:7]=1)[NH:1][C:2](=[O:10])[CH2:3]2)([O-:13])=[O:12]. The catalyst is S(=O)(=O)(O)O. The yield is 0.700. (8) The reactants are C12(CS(O)(=O)=O)C(C)(C)C(CC1)CC2=O.[CH2:16]([N:18]1[C:24]2[CH:25]=[CH:26][C:27]([NH2:29])=[CH:28][C:23]=2[O:22][CH2:21][CH2:20][CH2:19]1)[CH3:17].Cl[C:31]1[N:36]=[C:35]([NH:37][C:38]2[C:47]([F:48])=[CH:46][CH:45]=[CH:44][C:39]=2[C:40]([NH:42][CH3:43])=[O:41])[C:34]([Cl:49])=[CH:33][N:32]=1. The catalyst is C(O)(C)C. The product is [Cl:49][C:34]1[C:35]([NH:37][C:38]2[C:47]([F:48])=[CH:46][CH:45]=[CH:44][C:39]=2[C:40]([NH:42][CH3:43])=[O:41])=[N:36][C:31]([NH:29][C:27]2[CH:26]=[CH:25][C:24]3[N:18]([CH2:16][CH3:17])[CH2:19][CH2:20][CH2:21][O:22][C:23]=3[CH:28]=2)=[N:32][CH:33]=1. The yield is 0.430. (9) The reactants are COC(C1C=C(NS(C2C=CC(C)=CC=2)(=O)=O)C2C(=C(OCC3C=CC=CC=3)C=CC=2)N=1)=O.[CH3:34][O:35][C:36]([C:38]1[CH:47]=[C:46]([O:48]CC2C=CC=CC=2)[C:45]2[C:40](=[C:41]([N:56]3[CH2:61][CH2:60][N:59](CC4C=CC=CC=4)[CH2:58][CH2:57]3)[CH:42]=[CH:43][CH:44]=2)[N:39]=1)=[O:37]. The product is [CH3:34][O:35][C:36]([C:38]1[CH:47]=[C:46]([OH:48])[C:45]2[C:40](=[C:41]([N:56]3[CH2:61][CH2:60][NH:59][CH2:58][CH2:57]3)[CH:42]=[CH:43][CH:44]=2)[N:39]=1)=[O:37]. No catalyst specified. The yield is 0.950.